From a dataset of TCR-epitope binding with 47,182 pairs between 192 epitopes and 23,139 TCRs. Binary Classification. Given a T-cell receptor sequence (or CDR3 region) and an epitope sequence, predict whether binding occurs between them. (1) The epitope is FIAGLIAIV. The TCR CDR3 sequence is CASRIIPGQGTDTQYF. Result: 1 (the TCR binds to the epitope). (2) The epitope is KLNVGDYFV. The TCR CDR3 sequence is CASSQDPDSYEQYF. Result: 1 (the TCR binds to the epitope).